Dataset: Peptide-MHC class II binding affinity with 134,281 pairs from IEDB. Task: Regression. Given a peptide amino acid sequence and an MHC pseudo amino acid sequence, predict their binding affinity value. This is MHC class II binding data. The peptide sequence is AEAPAAAAAPEEQVQ. The MHC is DRB1_0301 with pseudo-sequence DRB1_0301. The binding affinity (normalized) is 0.190.